From a dataset of Catalyst prediction with 721,799 reactions and 888 catalyst types from USPTO. Predict which catalyst facilitates the given reaction. The catalyst class is: 7. Reactant: [H-].[Al+3].[Li+].[H-].[H-].[H-].C(O[C:15](=O)[NH:16][CH2:17][CH:18]([C:30]1[CH:35]=[CH:34][C:33]([F:36])=[CH:32][CH:31]=1)[C:19]1[CH:24]=[CH:23][C:22]([C:25]2[CH:26]=[N:27][NH:28][CH:29]=2)=[CH:21][CH:20]=1)C1C=CC=CC=1. Product: [F:36][C:33]1[CH:32]=[CH:31][C:30]([CH:18]([C:19]2[CH:24]=[CH:23][C:22]([C:25]3[CH:29]=[N:28][NH:27][CH:26]=3)=[CH:21][CH:20]=2)[CH2:17][NH:16][CH3:15])=[CH:35][CH:34]=1.